From a dataset of Peptide-MHC class I binding affinity with 185,985 pairs from IEDB/IMGT. Regression. Given a peptide amino acid sequence and an MHC pseudo amino acid sequence, predict their binding affinity value. This is MHC class I binding data. The peptide sequence is LKTTFVHPF. The MHC is HLA-B15:03 with pseudo-sequence HLA-B15:03. The binding affinity (normalized) is 0.974.